This data is from Forward reaction prediction with 1.9M reactions from USPTO patents (1976-2016). The task is: Predict the product of the given reaction. Given the reactants [OH:1][C:2]1[CH:7]=[CH:6][C:5]([C:8](=[C:24]2[CH2:29][CH2:28][O:27][CH2:26][CH2:25]2)[C:9]2[CH:14]=[CH:13][C:12](/[CH:15]=[CH:16]/[C:17]([O:19]C(C)(C)C)=[O:18])=[CH:11][CH:10]=2)=[CH:4][CH:3]=1, predict the reaction product. The product is: [OH:1][C:2]1[CH:3]=[CH:4][C:5]([C:8](=[C:24]2[CH2:25][CH2:26][O:27][CH2:28][CH2:29]2)[C:9]2[CH:14]=[CH:13][C:12](/[CH:15]=[CH:16]/[C:17]([OH:19])=[O:18])=[CH:11][CH:10]=2)=[CH:6][CH:7]=1.